From a dataset of Full USPTO retrosynthesis dataset with 1.9M reactions from patents (1976-2016). Predict the reactants needed to synthesize the given product. (1) Given the product [NH3:5].[C:24]12([CH2:34][CH2:35][N:5]3[CH2:6][CH:7]4[CH:3]([C:2]4([C:8]4[CH:9]=[C:10]([NH:14][S:15]([CH3:18])(=[O:17])=[O:16])[CH:11]=[CH:12][CH:13]=4)[CH3:1])[CH2:4]3)[CH2:25][CH:26]3[CH2:32][CH:30]([CH2:29][CH:28]([CH2:27]3)[CH2:33]1)[CH2:31]2, predict the reactants needed to synthesize it. The reactants are: [CH3:1][C:2]1([C:8]2[CH:9]=[C:10]([NH:14][S:15]([CH3:18])(=[O:17])=[O:16])[CH:11]=[CH:12][CH:13]=2)[CH:7]2[CH:3]1[CH2:4][NH:5][CH2:6]2.C(=O)([O-])O.[Na+].[C:24]12([CH2:34][CH2:35]I)[CH2:33][CH:28]3[CH2:29][CH:30]([CH2:32][CH:26]([CH2:27]3)[CH2:25]1)[CH2:31]2.C(OCC)C. (2) The reactants are: [O:1]1[CH2:6][CH2:5][C:4](=[O:7])[CH2:3][CH2:2]1.[Cl-].[CH3:9][N+:10](=[CH2:12])[CH3:11].C([Cl:16])(=O)C. Given the product [ClH:16].[CH3:9][N:10]([CH2:12][CH:3]1[C:4](=[O:7])[CH2:5][CH2:6][O:1][CH2:2]1)[CH3:11], predict the reactants needed to synthesize it. (3) Given the product [OH:26][C:25]1[C:17]([C:4]2([CH2:28][OH:27])[C:3]3[C:7](=[CH:8][CH:9]=[CH:10][CH:2]=3)[N:6]([CH2:11][CH2:12][CH2:13][CH2:14][CH3:15])[C:5]2=[O:16])=[CH:18][C:19]2[O:23][CH2:22][O:21][C:20]=2[CH:24]=1, predict the reactants needed to synthesize it. The reactants are: Br[C:2]1[CH:10]=[CH:9][CH:8]=[C:7]2[C:3]=1[CH:4]([C:17]1[C:25]([OH:26])=[CH:24][C:20]3[O:21][CH2:22][O:23][C:19]=3[CH:18]=1)[C:5](=[O:16])[N:6]2[CH2:11][CH2:12][CH2:13][CH2:14][CH3:15].[OH:27][C:28]1C(C2C3C(=CC=CC=3)N(CCCCC)C2=O)=CC2OCOC=2C=1. (4) Given the product [CH:19]1([C:22]2[C:23]([N:32]3[CH2:37][CH2:36][N:35]([C:11]([C:10]4[CH:9]=[N:8][C:7]([N:3]5[CH2:4][CH2:5][CH2:6][S:2]5(=[O:1])=[O:18])=[CH:17][CH:16]=4)=[O:13])[CH2:34][CH2:33]3)=[N:24][CH:25]=[C:26]([C:28]([F:31])([F:29])[F:30])[CH:27]=2)[CH2:20][CH2:21]1, predict the reactants needed to synthesize it. The reactants are: [O:1]=[S:2]1(=[O:18])[CH2:6][CH2:5][CH2:4][N:3]1[C:7]1[CH:17]=[CH:16][C:10]([C:11]([O:13]CC)=O)=[CH:9][N:8]=1.[CH:19]1([C:22]2[C:23]([N:32]3[CH2:37][CH2:36][NH:35][CH2:34][CH2:33]3)=[N:24][CH:25]=[C:26]([C:28]([F:31])([F:30])[F:29])[CH:27]=2)[CH2:21][CH2:20]1. (5) Given the product [N:15]1([CH2:2][CH2:3][CH2:4][O:5][C:6]2[CH:11]=[CH:10][C:9]([C:12](=[O:14])[CH3:13])=[CH:8][CH:7]=2)[CH2:20][CH2:19][CH2:18][CH2:17][CH2:16]1, predict the reactants needed to synthesize it. The reactants are: Cl[CH2:2][CH2:3][CH2:4][O:5][C:6]1[CH:11]=[CH:10][C:9]([C:12](=[O:14])[CH3:13])=[CH:8][CH:7]=1.[NH:15]1[CH2:20][CH2:19][CH2:18][CH2:17][CH2:16]1.C([O-])([O-])=O.[Na+].[Na+]. (6) Given the product [CH2:1]([N:5]1[C:9]([C@H:10]([NH2:15])[CH2:11][CH2:12][CH2:13][CH3:14])=[CH:8][N:7]=[C:6]1[C:25]1[CH:26]=[CH:27][CH:28]=[CH:29][CH:30]=1)[CH2:2][CH2:3][CH3:4], predict the reactants needed to synthesize it. The reactants are: [CH2:1]([N:5]1[C:9]([C@@H:10]([NH:15]N2CCC[C@@H]2COCC)[CH2:11][CH2:12][CH2:13][CH3:14])=[CH:8][N:7]=[C:6]1[C:25]1[CH:30]=[CH:29][CH:28]=[CH:27][CH:26]=1)[CH2:2][CH2:3][CH3:4].B.C1COCC1.Cl. (7) The reactants are: [CH2:1]([O:3][C:4]([C:6]1[N:7]=[C:8]([C:19]2[S:20][C:21](Br)=[CH:22][CH:23]=2)[N:9]([C:11]2[C:16]([Cl:17])=[CH:15][CH:14]=[CH:13][C:12]=2[Cl:18])[CH:10]=1)=[O:5])[CH3:2].[CH3:25][S:26]([C:29]1[CH:30]=[C:31](B(O)O)[CH:32]=[CH:33][CH:34]=1)(=[O:28])=[O:27].C([O-])([O-])=O.[K+].[K+].O. Given the product [CH2:1]([O:3][C:4]([C:6]1[N:7]=[C:8]([C:19]2[S:20][C:21]([C:33]3[CH:32]=[CH:31][CH:30]=[C:29]([S:26]([CH3:25])(=[O:28])=[O:27])[CH:34]=3)=[CH:22][CH:23]=2)[N:9]([C:11]2[C:16]([Cl:17])=[CH:15][CH:14]=[CH:13][C:12]=2[Cl:18])[CH:10]=1)=[O:5])[CH3:2], predict the reactants needed to synthesize it.